Dataset: Forward reaction prediction with 1.9M reactions from USPTO patents (1976-2016). Task: Predict the product of the given reaction. (1) Given the reactants Cl[C:2]1[CH:7]=[C:6]([C:8](=[O:10])[CH3:9])[CH:5]=[C:4]([Cl:11])[N:3]=1.[F:12][C:13]1[CH:18]=[CH:17][C:16]([C@@H:19]([NH2:21])[CH3:20])=[CH:15][CH:14]=1.C1(P(C2C=CC=CC=2)C2C=CC3C(=CC=CC=3)C=2C2C3C(=CC=CC=3)C=CC=2P(C2C=CC=CC=2)C2C=CC=CC=2)C=CC=CC=1.C(=O)([O-])[O-].[Cs+].[Cs+], predict the reaction product. The product is: [Cl:11][C:4]1[CH:5]=[C:6]([C:8](=[O:10])[CH3:9])[CH:7]=[C:2]([NH:21][C@H:19]([C:16]2[CH:17]=[CH:18][C:13]([F:12])=[CH:14][CH:15]=2)[CH3:20])[N:3]=1. (2) Given the reactants [CH2:1]([O:3][C:4](=[O:24])[CH:5]=[C:6]([NH:13][C:14]1[CH:19]=[CH:18][C:17]([C:20]([CH3:23])([CH3:22])[CH3:21])=[CH:16][CH:15]=1)[CH2:7][C:8]([O:10][CH2:11][CH3:12])=[O:9])[CH3:2].[Cl:25][C:26]1[C:27](=[O:33])[CH:28]=[CH:29][C:30](=O)[CH:31]=1, predict the reaction product. The product is: [CH2:1]([O:3][C:4]([C:5]1[C:29]2[C:30](=[CH:31][C:26]([Cl:25])=[C:27]([OH:33])[CH:28]=2)[N:13]([C:14]2[CH:19]=[CH:18][C:17]([C:20]([CH3:22])([CH3:21])[CH3:23])=[CH:16][CH:15]=2)[C:6]=1[CH2:7][C:8]([O:10][CH2:11][CH3:12])=[O:9])=[O:24])[CH3:2]. (3) Given the reactants [NH2:1][CH:2]([CH2:6][C:7]1[CH:12]=[CH:11][C:10]([OH:13])=[C:9]([OH:14])[CH:8]=1)[C:3]([OH:5])=[O:4].C(N(CC)CC)C.[CH3:22][C:23]([O:26][C:27](O[C:27]([O:26][C:23]([CH3:25])([CH3:24])[CH3:22])=[O:28])=[O:28])([CH3:25])[CH3:24], predict the reaction product. The product is: [C:23]([O:26][C:27]([NH:1][CH:2]([CH2:6][C:7]1[CH:12]=[CH:11][C:10]([OH:13])=[C:9]([OH:14])[CH:8]=1)[C:3]([OH:5])=[O:4])=[O:28])([CH3:25])([CH3:24])[CH3:22].